This data is from Full USPTO retrosynthesis dataset with 1.9M reactions from patents (1976-2016). The task is: Predict the reactants needed to synthesize the given product. (1) Given the product [C:18]([O:22][C:23]([N:25]1[CH2:30][CH2:29][CH2:28][CH2:27][CH:26]1[C:31]([C:10]1[O:9][C:8]([C:5]2[CH:4]=[CH:3][C:2]([F:1])=[CH:7][CH:6]=2)=[CH:12][CH:11]=1)=[O:36])=[O:24])([CH3:21])([CH3:20])[CH3:19], predict the reactants needed to synthesize it. The reactants are: [F:1][C:2]1[CH:7]=[CH:6][C:5]([C:8]2[O:9][CH:10]=[CH:11][CH:12]=2)=[CH:4][CH:3]=1.C([Li])CCC.[C:18]([O:22][C:23]([N:25]1[CH2:30][CH2:29][CH2:28][CH2:27][CH:26]1[C:31](=[O:36])N(OC)C)=[O:24])([CH3:21])([CH3:20])[CH3:19].[Cl-].[NH4+]. (2) Given the product [Cl:13][C:14]1[CH:15]=[CH:16][C:17]([C:18]([NH:20][C:21]2[CH:26]=[CH:25][C:24]([N:27]3[CH:31]=[C:30]([CH3:32])[N:29]=[CH:28]3)=[C:23]([C:33]([F:35])([F:34])[F:36])[CH:22]=2)=[O:19])=[CH:37][C:38]=1[C:12]#[C:11][C:8]1[N:7]=[N:6][C:5]([NH:4][CH:1]2[CH2:3][CH2:2]2)=[CH:10][CH:9]=1, predict the reactants needed to synthesize it. The reactants are: [CH:1]1([NH:4][C:5]2[N:6]=[N:7][C:8]([C:11]#[CH:12])=[CH:9][CH:10]=2)[CH2:3][CH2:2]1.[Cl:13][C:14]1[CH:38]=[CH:37][C:17]([C:18]([NH:20][C:21]2[CH:26]=[CH:25][C:24]([N:27]3[CH:31]=[C:30]([CH3:32])[N:29]=[CH:28]3)=[C:23]([C:33]([F:36])([F:35])[F:34])[CH:22]=2)=[O:19])=[CH:16][C:15]=1I. (3) Given the product [Cl:27][C:14]1[CH:13]=[C:12]([C:11]2[C:10]3[C:5](=[CH:6][C:7]([S:28]([NH:31][C:32]4[CH:36]=[CH:35][O:34][N:33]=4)(=[O:30])=[O:29])=[CH:8][CH:9]=3)[N:4]=[CH:3][C:2]=2[CH3:37])[C:17]([O:18][CH3:19])=[CH:16][C:15]=1[C:20]1[CH:25]=[CH:24][CH:23]=[C:22]([F:26])[CH:21]=1, predict the reactants needed to synthesize it. The reactants are: Br[C:2]1[CH:3]=[N:4][C:5]2[C:10]([C:11]=1[C:12]1[C:17]([O:18][CH3:19])=[CH:16][C:15]([C:20]3[CH:25]=[CH:24][CH:23]=[C:22]([F:26])[CH:21]=3)=[C:14]([Cl:27])[CH:13]=1)=[CH:9][CH:8]=[C:7]([S:28]([NH:31][C:32]1[CH:36]=[CH:35][O:34][N:33]=1)(=[O:30])=[O:29])[CH:6]=2.[C:37](=O)([O-])[O-].[K+].[K+].O1CCOCC1.CB1OB(C)OB(C)O1. (4) Given the product [NH2:1][C@H:2]([C:8]([OH:10])=[O:9])[CH2:3][CH2:4][C:5]([NH:6][CH2:11][CH3:12])=[O:7], predict the reactants needed to synthesize it. The reactants are: [NH2:1][C@H:2]([C:8]([OH:10])=[O:9])[CH2:3][CH2:4][C:5](=[O:7])[NH2:6].[CH2:11](N)[CH3:12]. (5) Given the product [CH3:1][C@@H:2]1[N:6]([C:23]([O:22][C:19]([CH3:21])([CH3:20])[CH3:18])=[O:24])[C@@H:5]([C:7]([O:9][CH3:10])=[O:8])[CH2:4][CH2:3]1, predict the reactants needed to synthesize it. The reactants are: [CH3:1][C@H:2]1[NH:6][C@@H:5]([C:7]([O:9][CH3:10])=[O:8])[CH2:4][CH2:3]1.CCN(CC)CC.[CH3:18][C:19]([O:22][C:23](O[C:23]([O:22][C:19]([CH3:21])([CH3:20])[CH3:18])=[O:24])=[O:24])([CH3:21])[CH3:20]. (6) The reactants are: [CH3:1][O:2][C:3](=[O:47])[NH:4][CH:5]([C:9]([N:11]1[CH2:15][CH2:14][CH2:13][CH:12]1[C:16]1[NH:17][C:18]([C:21]2[CH:30]=[CH:29][C:28]3[C:23](=[CH:24][CH:25]=[C:26]([C:31]4[CH:36]=[CH:35][C:34]([C:37]5[NH:38][C:39]([CH:42]6[CH2:46][CH2:45][CH2:44][NH:43]6)=[N:40][CH:41]=5)=[CH:33][CH:32]=4)[CH:27]=3)[CH:22]=2)=[CH:19][N:20]=1)=[O:10])[CH:6]([CH3:8])[CH3:7].[CH3:48][O:49][C:50]([NH:52][C@H:53]([C:57]1[CH:62]=[CH:61][CH:60]=[CH:59][CH:58]=1)[C:54](O)=[O:55])=[O:51].CN(C(ON1N=NC2C=CC=NC1=2)=[N+](C)C)C.F[P-](F)(F)(F)(F)F.[O-]P([O-])([O-])=O.[K+].[K+].[K+]. Given the product [CH3:1][O:2][C:3](=[O:47])[NH:4][CH:5]([C:9]([N:11]1[CH2:15][CH2:14][CH2:13][CH:12]1[C:16]1[NH:17][C:18]([C:21]2[CH:30]=[CH:29][C:28]3[C:23](=[CH:24][CH:25]=[C:26]([C:31]4[CH:36]=[CH:35][C:34]([C:37]5[NH:38][C:39]([C@@H:42]6[CH2:46][CH2:45][CH2:44][N:43]6[C:54](=[O:55])[CH:53]([NH:52][C:50]([O:49][CH3:48])=[O:51])[C:57]6[CH:62]=[CH:61][CH:60]=[CH:59][CH:58]=6)=[N:40][CH:41]=5)=[CH:33][CH:32]=4)[CH:27]=3)[CH:22]=2)=[CH:19][N:20]=1)=[O:10])[CH:6]([CH3:8])[CH3:7], predict the reactants needed to synthesize it. (7) The reactants are: [CH2:1]([N:8]([C:23](=[O:26])[CH2:24]Cl)[C@@H:9]1[CH2:14][CH2:13][N:12]([C:15]([O:17][C:18]([CH3:21])([CH3:20])[CH3:19])=[O:16])[CH2:11][C@H:10]1[OH:22])[C:2]1[CH:7]=[CH:6][CH:5]=[CH:4][CH:3]=1.[Na+].[I-:28]. Given the product [CH2:1]([N:8]([C:23](=[O:26])[CH2:24][I:28])[C@@H:9]1[CH2:14][CH2:13][N:12]([C:15]([O:17][C:18]([CH3:21])([CH3:20])[CH3:19])=[O:16])[CH2:11][C@H:10]1[OH:22])[C:2]1[CH:7]=[CH:6][CH:5]=[CH:4][CH:3]=1, predict the reactants needed to synthesize it.